This data is from Peptide-MHC class II binding affinity with 134,281 pairs from IEDB. The task is: Regression. Given a peptide amino acid sequence and an MHC pseudo amino acid sequence, predict their binding affinity value. This is MHC class II binding data. (1) The peptide sequence is EIVQFLEETFAAYDQ. The MHC is DRB1_0701 with pseudo-sequence DRB1_0701. The binding affinity (normalized) is 0.510. (2) The peptide sequence is AAAQASAAAAAYEAA. The MHC is HLA-DQA10101-DQB10501 with pseudo-sequence HLA-DQA10101-DQB10501. The binding affinity (normalized) is 0.176. (3) The peptide sequence is SPSLWVIEFAKQLASV. The MHC is DRB1_0101 with pseudo-sequence DRB1_0101. The binding affinity (normalized) is 0.622. (4) The peptide sequence is QASPDLLRGLLSTFI. The MHC is HLA-DQA10501-DQB10301 with pseudo-sequence HLA-DQA10501-DQB10301. The binding affinity (normalized) is 0.217. (5) The peptide sequence is GKNLVFSPGRKNGSF. The MHC is HLA-DQA10501-DQB10302 with pseudo-sequence HLA-DQA10501-DQB10302. The binding affinity (normalized) is 0. (6) The MHC is DRB1_0901 with pseudo-sequence DRB1_0901. The peptide sequence is EGTNIYNNNEAFKVE. The binding affinity (normalized) is 0.786. (7) The peptide sequence is EGGVWTFDSEEPLQGPFNFR. The binding affinity (normalized) is 0.476. The MHC is HLA-DPA10201-DPB10501 with pseudo-sequence HLA-DPA10201-DPB10501. (8) The peptide sequence is NNNWLKKFTEMTNACKGMEW. The MHC is HLA-DQA10501-DQB10201 with pseudo-sequence HLA-DQA10501-DQB10201. The binding affinity (normalized) is 0.149. (9) The peptide sequence is PTPVNIIGRNMLTQIGC. The MHC is HLA-DPA10103-DPB10301 with pseudo-sequence HLA-DPA10103-DPB10301. The binding affinity (normalized) is 0.491.